Task: Predict the reactants needed to synthesize the given product.. Dataset: Full USPTO retrosynthesis dataset with 1.9M reactions from patents (1976-2016) (1) Given the product [CH3:1][C:2]1([CH3:20])[CH2:3][CH2:4][CH:5]([C:8]2[S:9][C:10]3[N:11]=[C:12]([CH3:19])[N:13]=[C:14]([C:17]([OH:26])=[O:18])[C:15]=3[N:16]=2)[CH2:6][CH2:7]1, predict the reactants needed to synthesize it. The reactants are: [CH3:1][C:2]1([CH3:20])[CH2:7][CH2:6][CH:5]([C:8]2[S:9][C:10]3[N:11]=[C:12]([CH3:19])[N:13]=[C:14]([CH:17]=[O:18])[C:15]=3[N:16]=2)[CH2:4][CH2:3]1.CC(=CC)C.[O-:26]Cl=O.[Na+].[O-]S([O-])(=S)=O.[Na+].[Na+].[O-]S([O-])(=O)=O.[Na+].[Na+]. (2) Given the product [CH:7]([C:1]1[CH:6]=[CH:5][CH:4]=[CH:3][C:2]=1[CH:11]([CH3:12])[CH3:10])([CH3:9])[CH3:8].[CH:7]([C:1]1[CH:6]=[CH:5][CH:4]=[CH:3][CH:2]=1)([CH3:9])[CH3:8], predict the reactants needed to synthesize it. The reactants are: [C:1]1([CH:7]([CH3:9])[CH3:8])[CH:6]=[CH:5][CH:4]=[CH:3][CH:2]=1.[CH2:10]=[CH:11][CH3:12]. (3) Given the product [Cl:8][C:5]1[N:4]=[C:3]([O:12][CH3:10])[C:2]([Cl:1])=[CH:7][N:6]=1, predict the reactants needed to synthesize it. The reactants are: [Cl:1][C:2]1[C:3](Cl)=[N:4][C:5]([Cl:8])=[N:6][CH:7]=1.[CH2:10]([O:12]CC)C.C[O-].[Na+]. (4) Given the product [C:1]([O:10][CH2:11][CH2:12][O:13][CH2:14][N:15]1[CH:22]=[C:21]([CH:23]=[CH2:24])[C:19](=[O:20])[NH:18][C:16]1=[O:17])(=[O:8])[C:2]1[CH:7]=[CH:6][CH:5]=[CH:4][CH:3]=1, predict the reactants needed to synthesize it. The reactants are: [C:1](Cl)(=[O:8])[C:2]1[CH:7]=[CH:6][CH:5]=[CH:4][CH:3]=1.[OH:10][CH2:11][CH2:12][O:13][CH2:14][N:15]1[CH:22]=[C:21]([CH:23]=[CH2:24])[C:19](=[O:20])[NH:18][C:16]1=[O:17]. (5) The reactants are: [N+:1]([O-:4])([O-])=[O:2].[K+].FC(F)(F)C(O)=O.[C:13]([N:16]1[CH2:20][CH2:19][CH2:18][CH:17]1[C:21]1[CH:26]=[CH:25][C:24]([NH:27][C:28]([C:30]2[CH:35]=[CH:34][CH:33]=[CH:32][N:31]=2)=[O:29])=[CH:23][C:22]=1[F:36])(=[O:15])[CH3:14]. Given the product [C:13]([N:16]1[CH2:20][CH2:19][CH2:18][CH:17]1[C:21]1[C:22]([F:36])=[CH:23][C:24]([NH:27][C:28]([C:30]2[CH:35]=[CH:34][CH:33]=[CH:32][N:31]=2)=[O:29])=[C:25]([N+:1]([O-:4])=[O:2])[CH:26]=1)(=[O:15])[CH3:14], predict the reactants needed to synthesize it. (6) Given the product [Br:1][C:2]1[C:10]2[C:5](=[C:6]([F:11])[CH:7]=[CH:8][CH:9]=2)[N:4]([C:20]([O:19][C:16]([CH3:18])([CH3:17])[CH3:15])=[O:21])[N:3]=1, predict the reactants needed to synthesize it. The reactants are: [Br:1][C:2]1[C:10]2[C:5](=[C:6]([F:11])[CH:7]=[CH:8][CH:9]=2)[NH:4][N:3]=1.ClCCl.[CH3:15][C:16]([O:19][C:20](O[C:20]([O:19][C:16]([CH3:18])([CH3:17])[CH3:15])=[O:21])=[O:21])([CH3:18])[CH3:17].